From a dataset of Full USPTO retrosynthesis dataset with 1.9M reactions from patents (1976-2016). Predict the reactants needed to synthesize the given product. (1) Given the product [F:29][C:20]1[CH:21]=[N:22][C:23]2[C:28]([C:19]=1[CH2:18][CH2:17][CH2:16][C:8]1([C:11]([O:13][CH2:14][CH3:15])=[O:12])[CH2:9][CH2:10][N:5]([CH2:4][CH2:3][S:35][C:31]3[S:30][CH:34]=[CH:33][CH:32]=3)[CH2:6][CH2:7]1)=[CH:27][CH:26]=[CH:25][CH:24]=2, predict the reactants needed to synthesize it. The reactants are: Cl.Cl[CH2:3][CH2:4][N:5]1[CH2:10][CH2:9][C:8]([CH2:16][CH2:17][CH2:18][C:19]2[C:28]3[C:23](=[CH:24][CH:25]=[CH:26][CH:27]=3)[N:22]=[CH:21][C:20]=2[F:29])([C:11]([O:13][CH2:14][CH3:15])=[O:12])[CH2:7][CH2:6]1.[S:30]1[CH:34]=[CH:33][CH:32]=[C:31]1[SH:35].C(=O)([O-])[O-].[K+].[K+].[I-].[K+]. (2) Given the product [F:10][C:11]([F:20])([F:19])[C:12]([O-:14])=[O:13].[CH2:2]([N+:4]1[CH:8]=[CH:7][N:6]([CH3:9])[CH:5]=1)[CH3:3], predict the reactants needed to synthesize it. The reactants are: [Cl-].[CH2:2]([N+:4]1[CH:8]=[CH:7][N:6]([CH3:9])[CH:5]=1)[CH3:3].[F:10][C:11]([F:20])([F:19])[C:12]([O:14][Si](C)(C)C)=[O:13].C[Si](C)(C)Cl. (3) Given the product [CH:20]([NH:1][C:2]1[CH:11]=[CH:10][CH:9]=[CH:8][C:3]=1[C:4]([O:6][CH3:7])=[O:5])([CH3:22])[CH3:19], predict the reactants needed to synthesize it. The reactants are: [NH2:1][C:2]1[CH:11]=[CH:10][CH:9]=[CH:8][C:3]=1[C:4]([O:6][CH3:7])=[O:5].FC(F)(F)C(O)=O.[CH3:19][C:20]([CH3:22])=O.C(O[BH-](OC(=O)C)OC(=O)C)(=O)C.C[N+](C)(C)C. (4) Given the product [CH3:1][C:2]1[CH:7]=[CH:6][C:5]2[N:8]([CH2:9][C:10]3[CH:20]=[CH:19][C:13]4[N:14]=[C:15]([S:17][CH3:18])[S:16][C:12]=4[CH:11]=3)[CH:22]=[N:21][C:4]=2[CH:3]=1, predict the reactants needed to synthesize it. The reactants are: [CH3:1][C:2]1[CH:3]=[C:4]([NH2:21])[C:5]([NH:8][CH2:9][C:10]2[CH:20]=[CH:19][C:13]3[N:14]=[C:15]([S:17][CH3:18])[S:16][C:12]=3[CH:11]=2)=[CH:6][CH:7]=1.[CH:22](OCC)(OCC)OCC.